From a dataset of Full USPTO retrosynthesis dataset with 1.9M reactions from patents (1976-2016). Predict the reactants needed to synthesize the given product. Given the product [CH3:13][N:14]([CH2:15][CH:16]=[O:17])[C:18]([C:19]1[CH:24]=[CH:23][CH:22]=[CH:21][CH:20]=1)([C:31]1[CH:32]=[CH:33][CH:34]=[CH:35][CH:36]=1)[C:25]1[CH:26]=[CH:27][CH:28]=[CH:29][CH:30]=1, predict the reactants needed to synthesize it. The reactants are: CS(C)=O.C(Cl)(=O)C(Cl)=O.N#N.[CH3:13][N:14]([C:18]([C:31]1[CH:36]=[CH:35][CH:34]=[CH:33][CH:32]=1)([C:25]1[CH:30]=[CH:29][CH:28]=[CH:27][CH:26]=1)[C:19]1[CH:24]=[CH:23][CH:22]=[CH:21][CH:20]=1)[CH2:15][CH2:16][OH:17].C(N(CC)CC)C.